The task is: Predict which catalyst facilitates the given reaction.. This data is from Catalyst prediction with 721,799 reactions and 888 catalyst types from USPTO. (1) Reactant: C([O:3][C:4]([C:6]1[N:7]=[C:8]([CH:11]2[CH2:16][CH2:15][N:14]([C:17](=[O:26])[CH2:18][C:19]3[CH:24]=[CH:23][CH:22]=[CH:21][C:20]=3[Cl:25])[CH2:13][CH2:12]2)[S:9][CH:10]=1)=[O:5])C.[OH-].[Na+]. Product: [Cl:25][C:20]1[CH:21]=[CH:22][CH:23]=[CH:24][C:19]=1[CH2:18][C:17]([N:14]1[CH2:13][CH2:12][CH:11]([C:8]2[S:9][CH:10]=[C:6]([C:4]([OH:5])=[O:3])[N:7]=2)[CH2:16][CH2:15]1)=[O:26]. The catalyst class is: 5. (2) Reactant: [CH3:1][C:2]1([CH3:17])[C:10]2[C:5](=[CH:6][C:7]([N+:11]([O-])=O)=[CH:8][CH:9]=2)[C:4]([CH3:15])([CH3:14])[N:3]1[CH3:16]. Product: [CH3:1][C:2]1([CH3:17])[C:10]2[C:5](=[CH:6][C:7]([NH2:11])=[CH:8][CH:9]=2)[C:4]([CH3:15])([CH3:14])[N:3]1[CH3:16]. The catalyst class is: 19. (3) Reactant: [F:1][C:2]1[CH:7]=[CH:6][C:5]([N:8]2[C:16]3[C:15]([CH3:17])=[CH:14][N:13]([CH2:18][C:19]([C:22]4[CH:27]=[CH:26][C:25]([O:28][CH3:29])=[CH:24][CH:23]=4)([OH:21])[CH3:20])[CH:12]([CH3:30])[C:11]=3[N:10]=[N:9]2)=[CH:4][CH:3]=1.C([O-])=O.[NH4+]. Product: [F:1][C:2]1[CH:7]=[CH:6][C:5]([N:8]2[C:16]3[CH:15]([CH3:17])[CH2:14][N:13]([CH2:18][C:19]([C:22]4[CH:23]=[CH:24][C:25]([O:28][CH3:29])=[CH:26][CH:27]=4)([OH:21])[CH3:20])[CH:12]([CH3:30])[C:11]=3[N:10]=[N:9]2)=[CH:4][CH:3]=1. The catalyst class is: 19. (4) The catalyst class is: 76. Product: [Si:15]([O:22][CH2:23][C@@H:24]([NH:25][S@:26]([C:28]([CH3:31])([CH3:30])[CH3:29])=[O:27])[C:11]#[C:10][CH:12]1[CH2:14][CH2:13]1)([C:18]([CH3:21])([CH3:20])[CH3:19])([CH3:17])[CH3:16]. Reactant: C([Mg]Br)C.CCOCC.[C:10]([CH:12]1[CH2:14][CH2:13]1)#[CH:11].[Si:15]([O:22][CH2:23]/[CH:24]=[N:25]/[S@:26]([C:28]([CH3:31])([CH3:30])[CH3:29])=[O:27])([C:18]([CH3:21])([CH3:20])[CH3:19])([CH3:17])[CH3:16]. (5) Product: [CH:1]1([O:6][C:7](=[O:51])[CH:8]([NH2:43])[CH2:9][CH2:10][O:11][C:12]2[CH:21]=[C:20]3[C:15]([C:16]([O:25][C:26]4[CH:27]=[CH:28][C:29]([NH:32][C:33](=[O:40])[C:34]5[CH:35]=[CH:36][CH:37]=[CH:38][CH:39]=5)=[CH:30][CH:31]=4)=[C:17]([CH:22]4[CH2:23][CH2:24]4)[CH:18]=[N:19]3)=[CH:14][C:13]=2[O:41][CH3:42])[CH2:2][CH2:3][CH2:4][CH2:5]1. Reactant: [CH:1]1([O:6][C:7](=[O:51])[CH:8]([NH:43]C(OC(C)(C)C)=O)[CH2:9][CH2:10][O:11][C:12]2[CH:21]=[C:20]3[C:15]([C:16]([O:25][C:26]4[CH:31]=[CH:30][C:29]([NH:32][C:33](=[O:40])[C:34]5[CH:39]=[CH:38][CH:37]=[CH:36][CH:35]=5)=[CH:28][CH:27]=4)=[C:17]([CH:22]4[CH2:24][CH2:23]4)[CH:18]=[N:19]3)=[CH:14][C:13]=2[O:41][CH3:42])[CH2:5][CH2:4][CH2:3][CH2:2]1.Cl.O1CCOCC1. The catalyst class is: 28. (6) Reactant: CC(C)([O-])C.[K+].[C:7]([O:11][C:12](=[O:30])[NH:13][C:14]([CH3:29])([CH3:28])[CH2:15][N:16]([C:24](=[O:27])[CH2:25]Br)[C:17]1[CH:22]=[CH:21][CH:20]=[CH:19][C:18]=1[CH3:23])([CH3:10])([CH3:9])[CH3:8].[Cl-].[NH4+]. Product: [C:7]([O:11][C:12]([N:13]1[CH2:25][C:24](=[O:27])[N:16]([C:17]2[CH:22]=[CH:21][CH:20]=[CH:19][C:18]=2[CH3:23])[CH2:15][C:14]1([CH3:29])[CH3:28])=[O:30])([CH3:10])([CH3:9])[CH3:8]. The catalyst class is: 30. (7) The catalyst class is: 6. Reactant: CNC(N1CCC2[C:11]([N:15]3[CH2:20][CH2:19]OC[CH2:16]3)=[N:10]C(C3C=CC([N+]([O-])=O)=CC=3)=NC=2C1)=S.[N+:30]([C:33]1[CH:38]=[CH:37][C:36]([C:39]2[N:40]=[C:41]([N:49]3[CH2:54][CH2:53][O:52][CH2:51][CH2:50]3)[C:42]3[CH2:48][CH2:47][NH:46][CH2:45][C:43]=3[N:44]=2)=[CH:35][CH:34]=1)([O-])=O.N(C)=[C:56]=S.[CH3:59][N:60]([CH:62]=[O:63])C. Product: [CH2:59]([NH:60][C:62]([NH:30][C:33]1[CH:38]=[CH:37][C:36]([C:39]2[N:40]=[C:41]([N:49]3[CH2:54][CH2:53][O:52][CH2:51][CH2:50]3)[C:42]3[CH2:48][CH2:47][N:46]([C:11]4[N:15]([CH3:16])[CH:20]=[CH:19][N:10]=4)[CH2:45][C:43]=3[N:44]=2)=[CH:35][CH:34]=1)=[O:63])[CH3:56].